From a dataset of Catalyst prediction with 721,799 reactions and 888 catalyst types from USPTO. Predict which catalyst facilitates the given reaction. (1) Reactant: [NH2:1][C:2]1[CH:3]=[CH:4][C:5]2[S:10][CH2:9][C:8](=[O:11])[NH:7][C:6]=2[CH:12]=1.[C:13]([Si:17]([CH3:25])([CH3:24])[O:18][CH2:19][CH2:20][CH:21]1[CH2:23][O:22]1)([CH3:16])([CH3:15])[CH3:14]. Product: [C:13]([Si:17]([CH3:25])([CH3:24])[O:18][CH2:19][CH2:20][CH:21]([OH:22])[CH2:23][NH:1][C:2]1[CH:3]=[CH:4][C:5]2[S:10][CH2:9][C:8](=[O:11])[NH:7][C:6]=2[CH:12]=1)([CH3:14])([CH3:16])[CH3:15]. The catalyst class is: 88. (2) Reactant: C([O:9][C@@H:10]1[C@@H:39]([O:40]C(=O)C2C=CC=CC=2)[C@H:38]([O:49]C(=O)C2C=CC=CC=2)[C@@H:37]([C@H:58]([CH3:68])[O:59]C(=O)C2C=CC=CC=2)[O:36][C@H:11]1[O:12][C:13]1[CH:18]=[C:17]([CH2:19][O:20]C(=O)C)[CH:16]=[CH:15][C:14]=1[CH2:24][C:25]1[CH:30]=[CH:29][C:28]([CH2:31][O:32]C(=O)C)=[CH:27][CH:26]=1)(=O)C1C=CC=CC=1.C(=O)([O-])[O-].[K+].[K+]. The catalyst class is: 83. Product: [O:12]([C:13]1[CH:18]=[C:17]([CH2:19][OH:20])[CH:16]=[CH:15][C:14]=1[CH2:24][C:25]1[CH:26]=[CH:27][C:28]([CH2:31][OH:32])=[CH:29][CH:30]=1)[C@@H:11]1[O:36][C@H:37]([C@@H:58]([CH3:68])[OH:59])[C@@H:38]([OH:49])[C@H:39]([OH:40])[C@H:10]1[OH:9]. (3) Reactant: [OH:1][C@@H:2]1[CH2:6][N:5]([C:7]([O:9][C:10]([CH3:13])([CH3:12])[CH3:11])=[O:8])[C@@H:4]([CH2:14][O:15][CH3:16])[CH2:3]1.C(N(C(C)C)CC)(C)C.[CH3:26][S:27](Cl)(=[O:29])=[O:28]. Product: [CH3:16][O:15][CH2:14][C@H:4]1[CH2:3][C@H:2]([O:1][S:27]([CH3:26])(=[O:29])=[O:28])[CH2:6][N:5]1[C:7]([O:9][C:10]([CH3:11])([CH3:12])[CH3:13])=[O:8]. The catalyst class is: 4. (4) Reactant: [CH2:1]([NH:8][C:9](=[O:24])[CH:10](C1C=CC(C)=CC=1)[CH:11]1[CH2:16][CH2:15][O:14][CH2:13][CH2:12]1)[C:2]1[CH:7]=[CH:6][CH:5]=[CH:4][CH:3]=1.[C:33](O[C:33]([O:35][C:36]([CH3:39])([CH3:38])[CH3:37])=[O:34])([O:35][C:36]([CH3:39])([CH3:38])[CH3:37])=[O:34]. Product: [CH2:1]([N:8]([C:9](=[O:24])[CH2:10][CH:11]1[CH2:12][CH2:13][O:14][CH:15]([C:5]2[CH:6]=[CH:7][C:2]([CH3:1])=[CH:3][CH:4]=2)[CH2:16]1)[C:33](=[O:34])[O:35][C:36]([CH3:37])([CH3:38])[CH3:39])[C:2]1[CH:3]=[CH:4][CH:5]=[CH:6][CH:7]=1. The catalyst class is: 599. (5) Reactant: [CH3:1][C:2]1[CH:7]=[CH:6][CH:5]=[C:4]([CH3:8])[C:3]=1[NH:9][C:10]1[C:18]2[C:13](=[N:14][C:15]([NH:19][C:20]3[CH:25]=[CH:24][CH:23]=[CH:22][CH:21]=3)=[N:16][CH:17]=2)[N:12]([CH2:26][CH2:27][CH:28]2[CH2:30][O:29]2)[N:11]=1.C1COCC1.[CH3:36][NH:37][CH3:38]. Product: [CH3:36][N:37]([CH3:38])[CH2:30][CH:28]([OH:29])[CH2:27][CH2:26][N:12]1[C:13]2=[N:14][C:15]([NH:19][C:20]3[CH:21]=[CH:22][CH:23]=[CH:24][CH:25]=3)=[N:16][CH:17]=[C:18]2[C:10]([NH:9][C:3]2[C:2]([CH3:1])=[CH:7][CH:6]=[CH:5][C:4]=2[CH3:8])=[N:11]1. The catalyst class is: 8. (6) Reactant: [F:1][C:2]1[CH:10]=[C:9]([F:11])[CH:8]=[C:7]([F:12])[C:3]=1[C:4](Cl)=[O:5].[Al+3].[Cl-].[Cl-].[Cl-].[NH:17]1[CH:21]=[CH:20][CH:19]=[C:18]1[C:22]([OH:24])=[O:23].Cl. Product: [F:1][C:2]1[CH:10]=[C:9]([F:11])[CH:8]=[C:7]([F:12])[C:3]=1[C:4]([C:20]1[CH:19]=[C:18]([C:22]([OH:24])=[O:23])[NH:17][CH:21]=1)=[O:5]. The catalyst class is: 4. (7) Reactant: [C:1]([O:5][C:6]([NH:8][CH2:9][CH:10]1[CH2:15][CH2:14][NH:13][CH2:12][CH2:11]1)=[O:7])([CH3:4])([CH3:3])[CH3:2].[CH3:16][O:17][C:18]([N:20]1[CH2:25][CH2:24][CH:23]([CH:26]=O)[CH2:22][CH2:21]1)=[O:19].C(O)(=O)C.C(O[BH-](OC(=O)C)OC(=O)C)(=O)C.[Na+]. Product: [CH3:16][O:17][C:18]([N:20]1[CH2:25][CH2:24][CH:23]([CH2:26][N:13]2[CH2:12][CH2:11][CH:10]([CH2:9][NH:8][C:6]([O:5][C:1]([CH3:4])([CH3:2])[CH3:3])=[O:7])[CH2:15][CH2:14]2)[CH2:22][CH2:21]1)=[O:19]. The catalyst class is: 4.